Dataset: Forward reaction prediction with 1.9M reactions from USPTO patents (1976-2016). Task: Predict the product of the given reaction. (1) The product is: [C:30]([O:31][CH2:27][C:26](=[O:29])[C:5]1[C@:21]2([CH3:22])[CH:8]([CH:9]3[C:18](=[CH:19][CH2:20]2)[C@:17]2([CH3:23])[C:12](=[CH:13][C:14](=[O:24])[CH:15]=[CH:16]2)[C@@H:11]([CH3:25])[CH2:10]3)[CH2:7][CH:6]=1)(=[O:33])[CH3:34]. Given the reactants C(O[C:5]1([C:26](=[O:29])[CH2:27]O)[C@:21]2([CH3:22])[CH:8]([CH:9]3[C:18](=[CH:19][CH2:20]2)[C@:17]2([CH3:23])[C:12](=[CH:13][C:14](=[O:24])[CH:15]=[CH:16]2)[C@@H:11]([CH3:25])[CH2:10]3)[CH2:7][CH2:6]1)(=O)C.[C:30](=[O:33])([O-])[O-:31].[CH3:34]N(C)C=O, predict the reaction product. (2) Given the reactants [C:1]([O:5][C:6]([N:8]1[CH2:12][C@@H:11]([CH2:13][NH:14][CH3:15])[C@H:10]([CH2:16][N:17]([CH:34]([CH3:36])[CH3:35])[C:18](=[O:33])[C:19]2[CH:24]=[CH:23][C:22]([O:25][CH3:26])=[C:21]([O:27][CH2:28][CH2:29][CH2:30][O:31][CH3:32])[CH:20]=2)[CH2:9]1)=[O:7])([CH3:4])([CH3:3])[CH3:2].[C:37]1([CH2:43][C:44](Cl)=[O:45])[CH:42]=[CH:41][CH:40]=[CH:39][CH:38]=1.C(N(CC)CC)C.C([O-])(O)=O.[Na+], predict the reaction product. The product is: [C:1]([O:5][C:6]([N:8]1[CH2:12][C@@H:11]([CH2:13][N:14]([CH3:15])[C:44](=[O:45])[CH2:43][C:37]2[CH:42]=[CH:41][CH:40]=[CH:39][CH:38]=2)[C@H:10]([CH2:16][N:17]([CH:34]([CH3:36])[CH3:35])[C:18](=[O:33])[C:19]2[CH:24]=[CH:23][C:22]([O:25][CH3:26])=[C:21]([O:27][CH2:28][CH2:29][CH2:30][O:31][CH3:32])[CH:20]=2)[CH2:9]1)=[O:7])([CH3:3])([CH3:4])[CH3:2]. (3) Given the reactants [F:1][C:2]1[CH:17]=[CH:16][C:5]2[C:6]3[N:7]([C:11](I)=[C:12]([I:14])[N:13]=3)[CH2:8][CH2:9][O:10][C:4]=2[CH:3]=1.O1CCCC1.C[Mg]Br, predict the reaction product. The product is: [F:1][C:2]1[CH:17]=[CH:16][C:5]2[C:6]3[N:7]([CH:11]=[C:12]([I:14])[N:13]=3)[CH2:8][CH2:9][O:10][C:4]=2[CH:3]=1.